Task: Predict the reaction yield, written as a fraction of the theoretical maximum amount of product (1.0 means a 100% yield; for example, 0.34 means a 34% yield).. Dataset: Reaction yield outcomes from USPTO patents with 853,638 reactions (1) The reactants are Br[C:2]1[N:3]([CH2:10][CH:11]([OH:25])[CH2:12][O:13][C:14]2[CH:19]=[CH:18][C:17]([O:20][C:21]([F:24])([F:23])[F:22])=[CH:16][CH:15]=2)[CH:4]=[C:5]([N+:7]([O-:9])=[O:8])[N:6]=1.[H-].[Na+]. The catalyst is CN(C=O)C. The product is [N+:7]([C:5]1[N:6]=[C:2]2[N:3]([CH:4]=1)[CH2:10][CH:11]([CH2:12][O:13][C:14]1[CH:19]=[CH:18][C:17]([O:20][C:21]([F:24])([F:23])[F:22])=[CH:16][CH:15]=1)[O:25]2)([O-:9])=[O:8]. The yield is 0.870. (2) The reactants are C([N:8]1[CH2:28][CH2:27][C:11]2[N:12]=[CH:13][N:14]=[C:15]([NH:16][C:17]3[CH:22]=[CH:21][C:20]([C:23]([F:26])([F:25])[F:24])=[CH:19][CH:18]=3)[C:10]=2[CH2:9]1)C1C=CC=CC=1. The catalyst is CO.[OH-].[Pd+2].[OH-]. The product is [F:26][C:23]([F:24])([F:25])[C:20]1[CH:21]=[CH:22][C:17]([NH:16][C:15]2[C:10]3[CH2:9][NH:8][CH2:28][CH2:27][C:11]=3[N:12]=[CH:13][N:14]=2)=[CH:18][CH:19]=1. The yield is 0.870. (3) The reactants are [Cl:1][C:2]1[CH:7]=[CH:6][CH:5]=[CH:4][C:3]=1[C:8]1[C:9]([C:34]([O:36]C)=[O:35])=[CH:10][C:11]([C:14]2[CH:15]=[CH:16][C:17]3[O:21][C:20]([C:22]4[CH:27]=[CH:26][C:25]([F:28])=[CH:24][CH:23]=4)=[C:19]([C:29](=[O:32])[NH:30][CH3:31])[C:18]=3[CH:33]=2)=[CH:12][CH:13]=1.[CH3:38]O.[OH-].[Na+].Cl. The catalyst is C(OCC)(=O)C.C1COCC1. The product is [Cl:1][C:2]1[CH:7]=[CH:6][CH:5]=[CH:4][C:3]=1[C:8]1[C:9]([C:34]([OH:36])=[O:35])=[CH:10][C:11]([C:14]2[CH:15]=[CH:16][C:17]3[O:21][C:20]([C:22]4[CH:23]=[CH:24][C:25]([F:28])=[CH:26][CH:27]=4)=[C:19]([C:29](=[O:32])[NH:30][CH3:31])[C:18]=3[CH:33]=2)=[C:12]([CH3:38])[CH:13]=1. The yield is 0.960. (4) The reactants are [F:1][C:2]1[N:10]=[CH:9][C:8]([CH3:11])=[CH:7][C:3]=1[C:4](O)=[O:5].Cl.[CH3:13][NH:14][O:15][CH3:16].C(N(C(C)C)CC)(C)C.CN(C(ON1N=NC2C=CC=CC1=2)=[N+](C)C)C.[B-](F)(F)(F)F. The catalyst is ClCCl. The product is [F:1][C:2]1[N:10]=[CH:9][C:8]([CH3:11])=[CH:7][C:3]=1[C:4]([N:14]([O:15][CH3:16])[CH3:13])=[O:5]. The yield is 0.870. (5) The reactants are [NH:1]1[C:9]2[C:4](=[CH:5][C:6]([CH2:10][CH:11]([NH:15][C:16]([N:18]3[CH2:23][CH2:22][CH:21]([N:24]4[CH2:33][C:32]5[C:27](=[CH:28][CH:29]=[CH:30][CH:31]=5)[NH:26][C:25]4=[O:34])[CH2:20][CH2:19]3)=[O:17])[C:12](O)=[O:13])=[CH:7][CH:8]=2)[CH:3]=[N:2]1.C(N(CC)C(C)C)(C)C.[O:44]1[C:48]2([CH2:53][CH2:52][NH:51][CH2:50][CH2:49]2)[O:47][CH2:46][CH2:45]1.C1CN([P+](ON2N=NC3C=CC=CC2=3)(N2CCCC2)N2CCCC2)CC1.F[P-](F)(F)(F)(F)F. The catalyst is CN(C)C=O.C(Cl)Cl. The product is [O:44]1[C:48]2([CH2:53][CH2:52][N:51]([C:12](=[O:13])[CH:11]([NH:15][C:16]([N:18]3[CH2:23][CH2:22][CH:21]([N:24]4[CH2:33][C:32]5[C:27](=[CH:28][CH:29]=[CH:30][CH:31]=5)[NH:26][C:25]4=[O:34])[CH2:20][CH2:19]3)=[O:17])[CH2:10][C:6]3[CH:7]=[C:8]4[C:3](=[CH:4][CH:5]=3)[NH:2][N:1]=[CH:9]4)[CH2:50][CH2:49]2)[O:47][CH2:46][CH2:45]1. The yield is 0.560.